From a dataset of Reaction yield outcomes from USPTO patents with 853,638 reactions. Predict the reaction yield, written as a fraction of the theoretical maximum amount of product (1.0 means a 100% yield; for example, 0.34 means a 34% yield). (1) The reactants are [CH3:1][O:2][C:3]1[CH:9]=[CH:8][C:6]([NH2:7])=[CH:5][CH:4]=1.C1C=CC(P([C:23]2[C:32]([C:25]3[C:24](P(C4C=CC=CC=4)C4C=CC=CC=4)=[CH:23][CH:32]=[C:31]4[C:26]=3[CH:27]=CC=C4)=[C:31]3[C:26]([CH:27]=CC=C3)=[CH:25][CH:24]=2)C2C=CC=CC=2)=CC=1.[C:56](=O)([O-])[O-:57].[Cs+].[Cs+].[OH2:62]. The catalyst is C1(C)C=CC=CC=1.C([O-])(=O)C.C([O-])(=O)C.[Pd+2]. The product is [CH3:1][O:2][C:3]1[CH:9]=[CH:8][C:6]([NH:7][C:24]2[CH:25]=[C:26]([CH:31]=[CH:32][CH:23]=2)[C:27]([O:57][CH3:56])=[O:62])=[CH:5][CH:4]=1. The yield is 0.341. (2) The reactants are [CH:1]([C:3]1[O:7][C:6]([C:8]2[CH:15]=[CH:14][C:11]([C:12]#[N:13])=[CH:10][CH:9]=2)=[CH:5][CH:4]=1)=O.[C:16]1([CH2:22][CH2:23][N:24]2[C:28](=[O:29])[CH2:27][S:26][C:25]2=[S:30])[CH:21]=[CH:20][CH:19]=[CH:18][CH:17]=1. No catalyst specified. The product is [O:29]=[C:28]1[C:27](=[CH:1][C:3]2[O:7][C:6]([C:8]3[CH:9]=[CH:10][C:11]([C:12]#[N:13])=[CH:14][CH:15]=3)=[CH:5][CH:4]=2)[S:26][C:25](=[S:30])[N:24]1[CH2:23][CH2:22][C:16]1[CH:21]=[CH:20][CH:19]=[CH:18][CH:17]=1. The yield is 0.760. (3) The reactants are [NH2:1][C:2]1[CH:10]=[C:9]([O:11][CH3:12])[CH:8]=[C:7]([O:13][CH3:14])[C:3]=1[C:4]([NH2:6])=[O:5].C([Si](C)(C)[O:20][CH2:21][CH2:22][O:23][C:24]1[CH:31]=[CH:30][C:27]([CH:28]=O)=[CH:26][C:25]=1[O:32][CH3:33])(C)(C)C.S([O-])(O)=O.[Na+].O.C1(C)C=CC(S(O)(=O)=O)=CC=1. The catalyst is CN(C)C(=O)C. The product is [OH:20][CH2:21][CH2:22][O:23][C:24]1[CH:31]=[CH:30][C:27]([C:28]2[NH:6][C:4](=[O:5])[C:3]3[C:2](=[CH:10][C:9]([O:11][CH3:12])=[CH:8][C:7]=3[O:13][CH3:14])[N:1]=2)=[CH:26][C:25]=1[O:32][CH3:33]. The yield is 0.0780. (4) The reactants are [CH:1]1([C:4]([N:6]2[CH2:11][CH2:10][N:9]([C:12]([C:14]3[CH:15]=[C:16]([CH:20]4[C:29](=O)[C:28]5[C:27]([C:31]([O:33]C)=O)=[CH:26][CH:25]=[CH:24][C:23]=5[NH:22][CH:21]4[C:35]4[CH:40]=[CH:39][CH:38]=[CH:37][CH:36]=4)[CH:17]=[CH:18][CH:19]=3)=[O:13])[CH2:8][CH2:7]2)=[O:5])[CH2:3][CH2:2]1.O.[NH2:42][NH2:43]. The catalyst is CO. The product is [CH:1]1([C:4]([N:6]2[CH2:11][CH2:10][N:9]([C:12]([C:14]3[CH:15]=[C:16]([CH:20]4[C:29]5=[N:42][NH:43][C:31](=[O:33])[C:27]6[CH:26]=[CH:25][CH:24]=[C:23]([C:28]=65)[NH:22][CH:21]4[C:35]4[CH:40]=[CH:39][CH:38]=[CH:37][CH:36]=4)[CH:17]=[CH:18][CH:19]=3)=[O:13])[CH2:8][CH2:7]2)=[O:5])[CH2:2][CH2:3]1. The yield is 0.130. (5) The reactants are [N:1]1[CH:6]=[C:5]([CH2:7][C:8]2[C:9](=[O:15])[NH:10][C:11](=[S:14])[NH:12][CH:13]=2)[CH:4]=[N:3][CH:2]=1.CCN(C(C)C)C(C)C.Cl[CH2:26][C:27]1[CH:28]=[CH:29][C:30]([O:35][C:36]2[CH:41]=[CH:40][C:39]([F:42])=[C:38]([C:43]([F:46])([F:45])[F:44])[CH:37]=2)=[C:31]([CH:34]=1)[C:32]#[N:33]. The catalyst is C(Cl)Cl. The product is [F:42][C:39]1[CH:40]=[CH:41][C:36]([O:35][C:30]2[CH:29]=[CH:28][C:27]([CH2:26][S:14][C:11]3[NH:12][CH:13]=[C:8]([CH2:7][C:5]4[CH:6]=[N:1][CH:2]=[N:3][CH:4]=4)[C:9](=[O:15])[N:10]=3)=[CH:34][C:31]=2[C:32]#[N:33])=[CH:37][C:38]=1[C:43]([F:44])([F:45])[F:46]. The yield is 0.385. (6) The reactants are [NH:1](C(OC(C)(C)C)=O)[C@H:2]([C:8]([O:10]C(C)(C)C)=[O:9])[CH2:3][CH2:4][C:5](=[O:7])O.CN(C(ON1N=NC2C=CC=NC1=2)=[N+](C)C)C.F[P-](F)(F)(F)(F)F.C1C=NC2N(O)N=NC=2C=1.[S:56]([C:60]1[CH:61]=[C:62]([CH:64]=[CH:65][CH:66]=1)[NH2:63])([OH:59])(=[O:58])=[O:57]. The catalyst is CN(C=O)C.C(N(CC)CC)C. The product is [S:56]([C:60]1[CH:61]=[C:62]([NH:63][C:5](=[O:7])[CH2:4][CH2:3][C@@H:2]([C:8]([OH:10])=[O:9])[NH2:1])[CH:64]=[CH:65][CH:66]=1)([OH:59])(=[O:58])=[O:57]. The yield is 0.410. (7) The reactants are Br[C:2]1[C:7]([CH3:8])=[CH:6][C:5]([Cl:9])=[CH:4][N:3]=1.C[C:11]([N:13](C)C)=O. The catalyst is O.[C-]#N.[Zn+2].[C-]#N.C1C=CC(/C=C/C(/C=C/C2C=CC=CC=2)=O)=CC=1.C1C=CC(/C=C/C(/C=C/C2C=CC=CC=2)=O)=CC=1.C1C=CC(/C=C/C(/C=C/C2C=CC=CC=2)=O)=CC=1.[Pd].[Pd].C1(P(C2C=CC=CC=2)[C-]2C=CC=C2)C=CC=CC=1.[C-]1(P(C2C=CC=CC=2)C2C=CC=CC=2)C=CC=C1.[Fe+2]. The product is [Cl:9][C:5]1[CH:6]=[C:7]([CH3:8])[C:2]([C:11]#[N:13])=[N:3][CH:4]=1. The yield is 0.760. (8) The reactants are [Cl:1][C:2]1[CH:31]=[CH:30][C:5]2[N:6]=[C:7]([NH:9][C:10]3[CH:15]=[CH:14][C:13]([C:16]4[N:20]5[CH:21]=[CH:22][CH:23]=[C:24]([C:25]([O:27]CC)=[O:26])[C:19]5=[N:18][N:17]=4)=[CH:12][CH:11]=3)[S:8][C:4]=2[CH:3]=1.[Li+].[OH-]. The catalyst is C1COCC1. The product is [Cl:1][C:2]1[CH:31]=[CH:30][C:5]2[N:6]=[C:7]([NH:9][C:10]3[CH:11]=[CH:12][C:13]([C:16]4[N:20]5[CH:21]=[CH:22][CH:23]=[C:24]([C:25]([OH:27])=[O:26])[C:19]5=[N:18][N:17]=4)=[CH:14][CH:15]=3)[S:8][C:4]=2[CH:3]=1. The yield is 0.900. (9) The reactants are Br[CH2:2][CH:3]([C:5]1[CH:10]=[CH:9][CH:8]=[C:7]([F:11])[CH:6]=1)[F:4].[N-:12]=[N+:13]=[N-:14].[Na+]. The catalyst is CS(C)=O. The product is [N:12]([CH2:2][CH:3]([C:5]1[CH:10]=[CH:9][CH:8]=[C:7]([F:11])[CH:6]=1)[F:4])=[N+:13]=[N-:14]. The yield is 0.850.